This data is from Full USPTO retrosynthesis dataset with 1.9M reactions from patents (1976-2016). The task is: Predict the reactants needed to synthesize the given product. Given the product [Cl:1][C:2]1[CH:3]=[CH:4][C:5]([CH2:6][N:7]2[CH2:8][CH2:9][N:10]([C:13]3[N:14]([CH:30]([CH3:32])[CH3:31])[C:15]4[C:20]([CH:21]=3)=[CH:19][C:18]([C:22]([NH2:24])=[O:23])=[CH:17][CH:16]=4)[CH2:11][CH2:12]2)=[CH:25][CH:26]=1, predict the reactants needed to synthesize it. The reactants are: [Cl:1][C:2]1[CH:26]=[CH:25][C:5]([CH2:6][N:7]2[CH2:12][CH2:11][N:10]([C:13]3[NH:14][C:15]4[C:20]([CH:21]=3)=[CH:19][C:18]([C:22]([NH2:24])=[O:23])=[CH:17][CH:16]=4)[CH2:9][CH2:8]2)=[CH:4][CH:3]=1.[OH-].[K+].I[CH:30]([CH3:32])[CH3:31].